Dataset: Catalyst prediction with 721,799 reactions and 888 catalyst types from USPTO. Task: Predict which catalyst facilitates the given reaction. (1) Reactant: Br[CH2:2][C:3]1[CH:15]=[CH:14][C:6]([CH2:7][N:8]2[CH:12]=[C:11]([Cl:13])[CH:10]=[N:9]2)=[CH:5][CH:4]=1.[B:16]1([B:16]2[O:20][C:19]([CH3:22])([CH3:21])[C:18]([CH3:24])([CH3:23])[O:17]2)[O:20][C:19]([CH3:22])([CH3:21])[C:18]([CH3:24])([CH3:23])[O:17]1.C([O-])([O-])=O.[K+].[K+]. Product: [Cl:13][C:11]1[CH:10]=[N:9][N:8]([CH2:7][C:6]2[CH:14]=[CH:15][C:3]([CH2:2][B:16]3[O:20][C:19]([CH3:22])([CH3:21])[C:18]([CH3:24])([CH3:23])[O:17]3)=[CH:4][CH:5]=2)[CH:12]=1. The catalyst class is: 660. (2) Reactant: Cl[CH2:2][C:3](=[O:5])[CH3:4].[CH2:6]([O:8][C:9](=[O:19])[CH2:10][NH:11][CH2:12][C:13]1[CH:18]=[CH:17][CH:16]=[CH:15][CH:14]=1)[CH3:7].C([O-])(O)=O.[Na+].O. Product: [CH2:12]([N:11]([CH2:2][C:3](=[O:5])[CH3:4])[CH2:10][C:9]([O:8][CH2:6][CH3:7])=[O:19])[C:13]1[CH:18]=[CH:17][CH:16]=[CH:15][CH:14]=1. The catalyst class is: 1.